This data is from Full USPTO retrosynthesis dataset with 1.9M reactions from patents (1976-2016). The task is: Predict the reactants needed to synthesize the given product. Given the product [ClH:27].[NH:8]1[CH2:13][CH2:12][CH:11]([C:14]2[N:15]=[C:16]([N:21]3[CH2:22][CH2:23][CH2:24][CH2:25][CH2:26]3)[N:17]=[C:18]([OH:20])[CH:19]=2)[CH2:10][CH2:9]1, predict the reactants needed to synthesize it. The reactants are: C(OC([N:8]1[CH2:13][CH2:12][CH:11]([C:14]2[CH:19]=[C:18]([OH:20])[N:17]=[C:16]([N:21]3[CH2:26][CH2:25][CH2:24][CH2:23][CH2:22]3)[N:15]=2)[CH2:10][CH2:9]1)=O)(C)(C)C.[ClH:27].